From a dataset of Full USPTO retrosynthesis dataset with 1.9M reactions from patents (1976-2016). Predict the reactants needed to synthesize the given product. The reactants are: [C:1]([C:5]1[CH:10]=[C:9]([O:11][CH3:12])[CH:8]=[CH:7][C:6]=1[OH:13])([CH3:4])([CH3:3])[CH3:2].Br[CH2:15][C:16]([O:18][CH3:19])=[O:17].C(=O)([O-])[O-].[Cs+].[Cs+]. Given the product [C:1]([C:5]1[CH:10]=[C:9]([O:11][CH3:12])[CH:8]=[CH:7][C:6]=1[O:13][CH2:15][C:16]([O:18][CH3:19])=[O:17])([CH3:4])([CH3:2])[CH3:3], predict the reactants needed to synthesize it.